Task: Binary Classification. Given a miRNA mature sequence and a target amino acid sequence, predict their likelihood of interaction.. Dataset: Experimentally validated miRNA-target interactions with 360,000+ pairs, plus equal number of negative samples (1) The miRNA is hsa-miR-6073 with sequence GGUAGUGAGUUAUCAGCUAC. The protein sequence of the target gene is MAKKVAVIGAGVSGLSSIKCCVDEDLEPTCFERSDDIGGLWKFTESSKDGMTRVYKSLVTNVCKEMSCYSDFPFHEDYPNFMNHEKFWDYLQEFAEHFDLLKYIQFKTTVCSITKRPDFSETGQWDVVTETEGKQNRAVFDAVMVCTGHFLNPHLPLEAFPGIHKFKGQILHSQEYKIPEGFQGKRVLVIGLGNTGGDIAVELSRTAAQVLLSTRTGTWVLGRSSDWGYPYNMMVTRRCCSFIAQVLPSRFLNWIQERKLNKRFNHEDYGLSITKGKKAKFIVNDELPNCILCGAITMKT.... Result: 1 (interaction). (2) The miRNA is hsa-miR-1227-5p with sequence GUGGGGCCAGGCGGUGG. The protein sequence of the target gene is MAEASVDASTLPVTVKKKKSLSIEEKIDIINAVESGKKKAEIAAEYGIKKNSLSSIMKNKDKVLEAFESLRFDPKRKRLRTAFYTDLEEALMRWYRIAQCLNVPVNGPMLRLKANDFAQKLGHNDFKCSNGWLDRFKSRYGLVFRAQPVEATGVPVDPSTVWYQNVLPYYLNDYHPKNVFNIKETGLLYRMLPTNTFAFKGETCSVGKLCKDRITLVVGTNMDGSEKLPLLVIGKKRTPHCFKGLKSLPVCYEANRMAWMTSDVFEQWMRKLDEEFQAQQRRVVIFVESFPAHPEVKNLK.... Result: 0 (no interaction).